From a dataset of Reaction yield outcomes from USPTO patents with 853,638 reactions. Predict the reaction yield, written as a fraction of the theoretical maximum amount of product (1.0 means a 100% yield; for example, 0.34 means a 34% yield). (1) The reactants are [CH3:1][O:2][C:3]1[CH:4]=[CH:5][C:6]([CH2:9][C:10]([OH:12])=O)=[N:7][CH:8]=1.C(N1C=CN=C1)(N1C=CN=C1)=O.C(N(CC)CC)C.Cl.Cl.[CH2:34]1[C:37]2([CH2:42][CH2:41][NH:40][CH2:39][CH2:38]2)[CH2:36][N:35]1[C@H:43]1[C:51]2[C:46](=[CH:47][C:48]([C:52]3[CH:53]=[CH:54][C:55]([C:58]#[N:59])=[N:56][CH:57]=3)=[CH:49][CH:50]=2)[CH2:45][CH2:44]1. The catalyst is ClCCl. The product is [CH3:1][O:2][C:3]1[CH:4]=[CH:5][C:6]([CH2:9][C:10]([N:40]2[CH2:41][CH2:42][C:37]3([CH2:36][N:35]([C@H:43]4[C:51]5[C:46](=[CH:47][C:48]([C:52]6[CH:53]=[CH:54][C:55]([C:58]#[N:59])=[N:56][CH:57]=6)=[CH:49][CH:50]=5)[CH2:45][CH2:44]4)[CH2:34]3)[CH2:38][CH2:39]2)=[O:12])=[N:7][CH:8]=1. The yield is 0.0900. (2) The reactants are [C:1]1([N:7]2[C:15]3[CH:14]=[CH:13][NH:12][CH2:11][C:10]=3[N:9]=[CH:8]2)[CH:6]=[CH:5][CH:4]=[CH:3][CH:2]=1.[Cl:16][C:17]1[C:25]([C:26]([F:29])([F:28])[F:27])=[CH:24][CH:23]=[CH:22][C:18]=1[C:19](O)=[O:20].CN(C(ON1N=NC2C=CC=NC1=2)=[N+](C)C)C.F[P-](F)(F)(F)(F)F. The catalyst is C(Cl)Cl. The product is [Cl:16][C:17]1[C:25]([C:26]([F:28])([F:29])[F:27])=[CH:24][CH:23]=[CH:22][C:18]=1[C:19]([N:12]1[CH:13]=[CH:14][C:15]2[N:7]([C:1]3[CH:2]=[CH:3][CH:4]=[CH:5][CH:6]=3)[CH:8]=[N:9][C:10]=2[CH2:11]1)=[O:20]. The yield is 0.870.